From a dataset of TCR-epitope binding with 47,182 pairs between 192 epitopes and 23,139 TCRs. Binary Classification. Given a T-cell receptor sequence (or CDR3 region) and an epitope sequence, predict whether binding occurs between them. (1) The epitope is PKYVKQNTLKLAT. The TCR CDR3 sequence is CSAGGWDRVNQPQHF. Result: 1 (the TCR binds to the epitope). (2) The epitope is FLRGRAYGL. The TCR CDR3 sequence is CASSSTGGAYNEQFF. Result: 0 (the TCR does not bind to the epitope). (3) The epitope is RLDKVEAEV. The TCR CDR3 sequence is RASSLEGSHEQYF. Result: 0 (the TCR does not bind to the epitope). (4) The epitope is LLFGYPVYV. The TCR CDR3 sequence is CASRLSGSAYEQYF. Result: 0 (the TCR does not bind to the epitope). (5) The epitope is RIFTIGTVTLK. The TCR CDR3 sequence is CASSPPTTPSEQYF. Result: 0 (the TCR does not bind to the epitope).